Dataset: Forward reaction prediction with 1.9M reactions from USPTO patents (1976-2016). Task: Predict the product of the given reaction. (1) Given the reactants [NH:1]1[C:9]2[C:4](=[CH:5][CH:6]=[CH:7][CH:8]=2)[CH2:3][C:2]1=[O:10].[N:11]1([CH2:17][CH2:18][CH2:19][C:20]2[C:21]3[CH2:31][CH2:30][CH2:29][CH2:28][CH2:27][C:22]=3[NH:23][C:24]=2[CH:25]=O)[CH2:16][CH2:15][O:14][CH2:13][CH2:12]1.N1CCCCC1, predict the reaction product. The product is: [N:11]1([CH2:17][CH2:18][CH2:19][C:20]2[C:21]3[CH2:31][CH2:30][CH2:29][CH2:28][CH2:27][C:22]=3[NH:23][C:24]=2/[CH:25]=[C:3]2\[C:2](=[O:10])[NH:1][C:9]3[C:4]\2=[CH:5][CH:6]=[CH:7][CH:8]=3)[CH2:16][CH2:15][O:14][CH2:13][CH2:12]1. (2) Given the reactants [NH2:1][C:2]1[N:10]=[CH:9][C:8]([Br:11])=[CH:7][C:3]=1[C:4]([OH:6])=O.O=S(Cl)Cl.[F:16][C:17]1[CH:22]=[CH:21][CH:20]=[CH:19][C:18]=1[NH2:23], predict the reaction product. The product is: [NH2:1][C:2]1[N:10]=[CH:9][C:8]([Br:11])=[CH:7][C:3]=1[C:4]([NH:23][C:18]1[CH:19]=[CH:20][CH:21]=[CH:22][C:17]=1[F:16])=[O:6]. (3) Given the reactants [Br:1][C:2]1[CH:29]=[CH:28][C:5]([CH2:6][C@@:7]2([CH3:27])[N:11]3[C:12]([C:15](O)=[O:16])=[CH:13][N:14]=[C:10]3[N:9]([C:18]3[CH:23]=[C:22]([Cl:24])[CH:21]=[C:20]([Cl:25])[CH:19]=3)[C:8]2=[O:26])=[CH:4][CH:3]=1.Cl.[CH2:31]([O:34][C:35]([C:37]1([NH2:40])[CH2:39][CH2:38]1)=[O:36])[CH:32]=[CH2:33].C(N(C(C)C)CC)(C)C.CN(C(ON1N=NC2C=CC=NC1=2)=[N+](C)C)C.F[P-](F)(F)(F)(F)F, predict the reaction product. The product is: [CH2:31]([O:34][C:35]([C:37]1([NH:40][C:15]([C:12]2[N:11]3[C@@:7]([CH2:6][C:5]4[CH:4]=[CH:3][C:2]([Br:1])=[CH:29][CH:28]=4)([CH3:27])[C:8](=[O:26])[N:9]([C:18]4[CH:23]=[C:22]([Cl:24])[CH:21]=[C:20]([Cl:25])[CH:19]=4)[C:10]3=[N:14][CH:13]=2)=[O:16])[CH2:39][CH2:38]1)=[O:36])[CH:32]=[CH2:33]. (4) Given the reactants C(OC(=O)[N:7]([CH2:15][C:16]1[CH:17]=[N:18][C:19]([CH:22]([S:31]([C:34]2[CH:39]=[CH:38][C:37]([Cl:40])=[CH:36][CH:35]=2)(=[O:33])=[O:32])[C:23]2[CH:28]=[C:27]([F:29])[CH:26]=[CH:25][C:24]=2[F:30])=[CH:20][CH:21]=1)C(OC(C)(C)C)=O)(C)(C)C.Cl, predict the reaction product. The product is: [ClH:40].[Cl:40][C:37]1[CH:38]=[CH:39][C:34]([S:31]([CH:22]([C:23]2[CH:28]=[C:27]([F:29])[CH:26]=[CH:25][C:24]=2[F:30])[C:19]2[N:18]=[CH:17][C:16]([CH2:15][NH2:7])=[CH:21][CH:20]=2)(=[O:33])=[O:32])=[CH:35][CH:36]=1.